From a dataset of NCI-60 drug combinations with 297,098 pairs across 59 cell lines. Regression. Given two drug SMILES strings and cell line genomic features, predict the synergy score measuring deviation from expected non-interaction effect. (1) Drug 1: C1=CN(C(=O)N=C1N)C2C(C(C(O2)CO)O)O.Cl. Drug 2: CCC1(CC2CC(C3=C(CCN(C2)C1)C4=CC=CC=C4N3)(C5=C(C=C6C(=C5)C78CCN9C7C(C=CC9)(C(C(C8N6C=O)(C(=O)OC)O)OC(=O)C)CC)OC)C(=O)OC)O.OS(=O)(=O)O. Cell line: SW-620. Synergy scores: CSS=50.8, Synergy_ZIP=-6.26, Synergy_Bliss=-3.75, Synergy_Loewe=-7.04, Synergy_HSA=0.662. (2) Drug 1: C1CC2CC3=C(CC1C24CN(S(=O)(=O)N4)CC(F)(F)F)C=CC(=C3)C=CCN5CCC(CC5)C(F)(F)F. Drug 2: CN1C=C(C=N1)C2=C3N=C(C(=C(N3N=C2)N)Br)C4CCCNC4. Cell line: NCI-H460. Synergy scores: CSS=29.3, Synergy_ZIP=-7.21, Synergy_Bliss=-2.68, Synergy_Loewe=-3.55, Synergy_HSA=0.0749. (3) Drug 1: CC12CCC3C(C1CCC2O)C(CC4=C3C=CC(=C4)O)CCCCCCCCCS(=O)CCCC(C(F)(F)F)(F)F. Drug 2: CS(=O)(=O)OCCCCOS(=O)(=O)C. Cell line: CAKI-1. Synergy scores: CSS=1.69, Synergy_ZIP=-0.785, Synergy_Bliss=1.81, Synergy_Loewe=-4.41, Synergy_HSA=-2.58. (4) Drug 1: C1CCC(C1)C(CC#N)N2C=C(C=N2)C3=C4C=CNC4=NC=N3. Drug 2: CCCS(=O)(=O)NC1=C(C(=C(C=C1)F)C(=O)C2=CNC3=C2C=C(C=N3)C4=CC=C(C=C4)Cl)F. Cell line: IGROV1. Synergy scores: CSS=3.85, Synergy_ZIP=-3.12, Synergy_Bliss=-0.370, Synergy_Loewe=-1.97, Synergy_HSA=-1.03. (5) Drug 1: CC1=C(C=C(C=C1)NC2=NC=CC(=N2)N(C)C3=CC4=NN(C(=C4C=C3)C)C)S(=O)(=O)N.Cl. Drug 2: CS(=O)(=O)CCNCC1=CC=C(O1)C2=CC3=C(C=C2)N=CN=C3NC4=CC(=C(C=C4)OCC5=CC(=CC=C5)F)Cl. Cell line: IGROV1. Synergy scores: CSS=43.8, Synergy_ZIP=13.7, Synergy_Bliss=12.8, Synergy_Loewe=-2.57, Synergy_HSA=12.4. (6) Drug 1: CCC1=CC2CC(C3=C(CN(C2)C1)C4=CC=CC=C4N3)(C5=C(C=C6C(=C5)C78CCN9C7C(C=CC9)(C(C(C8N6C)(C(=O)OC)O)OC(=O)C)CC)OC)C(=O)OC.C(C(C(=O)O)O)(C(=O)O)O. Drug 2: CCCCCOC(=O)NC1=NC(=O)N(C=C1F)C2C(C(C(O2)C)O)O. Cell line: SN12C. Synergy scores: CSS=41.2, Synergy_ZIP=1.38, Synergy_Bliss=1.46, Synergy_Loewe=-66.2, Synergy_HSA=3.21.